This data is from Experimentally validated miRNA-target interactions with 360,000+ pairs, plus equal number of negative samples. The task is: Binary Classification. Given a miRNA mature sequence and a target amino acid sequence, predict their likelihood of interaction. The miRNA is hsa-miR-30a-3p with sequence CUUUCAGUCGGAUGUUUGCAGC. The protein sequence of the target gene is MVVSAGPWSSEKAEMNILEINEKLRPQLAENKQQFRNLKERCFLTQLAGFLANRQKKYKYEECKDLIKFMLRNERQFKEEKLAEQLKQAEELRQYKVLVHSQERELTQLREKLREGRDASRSLNEHLQALLTPDEPDKSQGQDLQEQLAEGCRLAQQLVQKLSPENDEDEDEDVQVEEDEKVLESSAPREVQKAEESKVPEDSLEECAITCSNSHGPCDSIQPHKNIKITFEEDKVNSTVVVDRKSSHDECQDALNILPVPGPTSSATNVSMVVSAGPLSSEKAEMNILEINEKLRPQLA.... Result: 1 (interaction).